Dataset: NCI-60 drug combinations with 297,098 pairs across 59 cell lines. Task: Regression. Given two drug SMILES strings and cell line genomic features, predict the synergy score measuring deviation from expected non-interaction effect. (1) Drug 1: CC1=C(C=C(C=C1)NC2=NC=CC(=N2)N(C)C3=CC4=NN(C(=C4C=C3)C)C)S(=O)(=O)N.Cl. Drug 2: CC12CCC(CC1=CCC3C2CCC4(C3CC=C4C5=CN=CC=C5)C)O. Cell line: A498. Synergy scores: CSS=-2.70, Synergy_ZIP=2.91, Synergy_Bliss=3.29, Synergy_Loewe=-0.235, Synergy_HSA=-0.239. (2) Drug 1: C1=CC(=CC=C1CC(C(=O)O)N)N(CCCl)CCCl.Cl. Drug 2: CC1CCCC2(C(O2)CC(NC(=O)CC(C(C(=O)C(C1O)C)(C)C)O)C(=CC3=CSC(=N3)C)C)C. Cell line: SF-268. Synergy scores: CSS=12.3, Synergy_ZIP=-1.52, Synergy_Bliss=5.36, Synergy_Loewe=-0.834, Synergy_HSA=1.18. (3) Drug 1: CC1=C2C(C(=O)C3(C(CC4C(C3C(C(C2(C)C)(CC1OC(=O)C(C(C5=CC=CC=C5)NC(=O)OC(C)(C)C)O)O)OC(=O)C6=CC=CC=C6)(CO4)OC(=O)C)O)C)O. Drug 2: C1CCC(C(C1)N)N.C(=O)(C(=O)[O-])[O-].[Pt+4]. Cell line: M14. Synergy scores: CSS=24.7, Synergy_ZIP=-11.7, Synergy_Bliss=-11.5, Synergy_Loewe=-51.9, Synergy_HSA=-6.69. (4) Drug 1: C1CCN(CC1)CCOC2=CC=C(C=C2)C(=O)C3=C(SC4=C3C=CC(=C4)O)C5=CC=C(C=C5)O. Drug 2: C1CN1P(=S)(N2CC2)N3CC3. Cell line: HOP-92. Synergy scores: CSS=3.50, Synergy_ZIP=-0.847, Synergy_Bliss=2.51, Synergy_Loewe=-2.57, Synergy_HSA=-1.74.